Dataset: Forward reaction prediction with 1.9M reactions from USPTO patents (1976-2016). Task: Predict the product of the given reaction. (1) Given the reactants Br[CH2:2][C:3]1[O:11][C:10]2[C:9]([C:12]3[CH:17]=[CH:16][N:15]=[C:14]([NH:18][C:19](=[O:21])[CH3:20])[CH:13]=3)=[CH:8][N:7]([CH3:22])[C:6](=[O:23])[C:5]=2[CH:4]=1.[NH:24]1[CH2:30][CH2:29][C:28](=[O:31])[NH:27][CH2:26][CH2:25]1.CCN(C(C)C)C(C)C, predict the reaction product. The product is: [CH3:22][N:7]1[CH:8]=[C:9]([C:12]2[CH:17]=[CH:16][N:15]=[C:14]([NH:18][C:19](=[O:21])[CH3:20])[CH:13]=2)[C:10]2[O:11][C:3]([CH2:2][N:24]3[CH2:30][CH2:29][C:28](=[O:31])[NH:27][CH2:26][CH2:25]3)=[CH:4][C:5]=2[C:6]1=[O:23]. (2) Given the reactants [NH2:1][C@H:2]1[CH2:7][CH2:6][CH2:5][CH2:4][C@H:3]1[NH:8][C:9](=[O:26])[C:10]1[C:15]([C:16]([F:19])([F:18])[F:17])=[CH:14][C:13]([C:20]([F:23])([F:22])[F:21])=[CH:12][C:11]=1[O:24][CH3:25].Br[CH2:28][CH2:29][CH2:30]Br, predict the reaction product. The product is: [N:1]1([C@H:2]2[CH2:7][CH2:6][CH2:5][CH2:4][C@H:3]2[NH:8][C:9](=[O:26])[C:10]2[C:15]([C:16]([F:19])([F:18])[F:17])=[CH:14][C:13]([C:20]([F:21])([F:22])[F:23])=[CH:12][C:11]=2[O:24][CH3:25])[CH2:30][CH2:29][CH2:28]1. (3) Given the reactants C12(CS(O)(=O)=O)C(C)(C)C(CC1)CC2=O.[CH3:16][O:17][C:18](=[O:36])[CH:19]([C:29]1[CH:34]=[CH:33][CH:32]=[CH:31][C:30]=1[Cl:35])[N:20]1[CH2:25][CH2:24][C:23]2[S:26][CH:27]=[CH:28][C:22]=2[CH2:21]1.[Na], predict the reaction product. The product is: [CH3:16][O:17][C:18](=[O:36])[CH:19]([C:29]1[CH:34]=[CH:33][CH:32]=[CH:31][C:30]=1[Cl:35])[N:20]1[CH2:25][CH2:24][C:23]2[S:26][CH:27]=[CH:28][C:22]=2[CH2:21]1. (4) Given the reactants [C:1]([C:3]1[CH:8]=[CH:7][C:6]([C:9]2[CH:10]=[N:11][N:12]([C:15]3[CH:23]=[C:22]([CH3:24])[C:18]([C:19]([OH:21])=O)=[CH:17][N:16]=3)[C:13]=2[OH:14])=[CH:5][CH:4]=1)#[N:2].[CH3:25][NH:26][CH:27]1[CH2:32][CH2:31][N:30]([CH3:33])[CH2:29][CH2:28]1, predict the reaction product. The product is: [C:1]([C:3]1[CH:8]=[CH:7][C:6]([C:9]2[CH:10]=[N:11][N:12]([C:15]3[CH:23]=[C:22]([CH3:24])[C:18]([C:19]([N:26]([CH3:25])[CH:27]4[CH2:32][CH2:31][N:30]([CH3:33])[CH2:29][CH2:28]4)=[O:21])=[CH:17][N:16]=3)[C:13]=2[OH:14])=[CH:5][CH:4]=1)#[N:2]. (5) Given the reactants [S:1]1[CH:5]=[N:4][N:3]=[C:2]1[NH:6][S:7]([C:10]1[CH:15]=[CH:14][C:13]([NH:16]C(=O)C)=[CH:12][CH:11]=1)(=[O:9])=[O:8].C([O-])([O-])=O.[Na+].[Na+], predict the reaction product. The product is: [NH2:16][C:13]1[CH:14]=[CH:15][C:10]([S:7]([NH:6][C:2]2[S:1][CH:5]=[N:4][N:3]=2)(=[O:9])=[O:8])=[CH:11][CH:12]=1. (6) Given the reactants [Cl:1][C:2]1[CH:3]=[C:4]2[NH:22][C:21]([O:23][C@@H:24]3[CH2:28][O:27][C@@H:26]4[C@:29]([CH2:33][CH:34]=[O:35])([OH:32])[CH2:30][O:31][C@H:25]34)=[N:20][C:5]2=[N:6][C:7]=1[C:8]1[CH:13]=[CH:12][C:11]([C:14]2[CH:19]=[CH:18][CH:17]=[CH:16][CH:15]=2)=[CH:10][CH:9]=1.[BH4-].[Na+], predict the reaction product. The product is: [Cl:1][C:2]1[CH:3]=[C:4]2[NH:22][C:21]([O:23][C@@H:24]3[CH2:28][O:27][C@@H:26]4[C@:29]([CH2:33][CH2:34][OH:35])([OH:32])[CH2:30][O:31][C@H:25]34)=[N:20][C:5]2=[N:6][C:7]=1[C:8]1[CH:13]=[CH:12][C:11]([C:14]2[CH:15]=[CH:16][CH:17]=[CH:18][CH:19]=2)=[CH:10][CH:9]=1.